Dataset: Full USPTO retrosynthesis dataset with 1.9M reactions from patents (1976-2016). Task: Predict the reactants needed to synthesize the given product. (1) The reactants are: [C:1]([O:5][C:6]([N:8]1[CH2:13][CH2:12][CH2:11][CH2:10][C@@H:9]1[C:14](=[O:40])[NH:15][C:16]1[CH:21]=[CH:20][C:19]([C:22]#[C:23][C:24]2[C:25]([C:32]3[CH:37]=[C:36]([Cl:38])[CH:35]=[CH:34][C:33]=3[OH:39])=[N:26][N:27]([CH2:29][CH2:30][OH:31])[CH:28]=2)=[CH:18][CH:17]=1)=[O:7])([CH3:4])([CH3:3])[CH3:2].NC1C=CC(C#CC2C(C3C=C(Cl)C=CC=3O)=NN(CCO)C=2)=CC=1.C(N1CCCC[C@@H]1C(O)=O)(OC(C)(C)C)=O.CC(C)N=C=NC(C)C. Given the product [C:1]([O:5][C:6]([N:8]1[CH2:13][CH2:12][CH2:11][CH2:10][C@H:9]1[C:14](=[O:40])[NH:15][C:16]1[CH:17]=[CH:18][C:19]([C:22]#[C:23][C:24]2[C:25]([C:32]3[CH:37]=[C:36]([Cl:38])[CH:35]=[CH:34][C:33]=3[OH:39])=[N:26][N:27]([CH2:29][CH2:30][OH:31])[CH:28]=2)=[CH:20][CH:21]=1)=[O:7])([CH3:4])([CH3:2])[CH3:3], predict the reactants needed to synthesize it. (2) Given the product [ClH:22].[NH2:7][CH:8]([C:11]1[NH:16][C:15](=[O:17])[C:14]2=[CH:18][CH:19]=[CH:20][N:13]2[N:12]=1)[CH2:9][CH3:10], predict the reactants needed to synthesize it. The reactants are: C(OC(=O)[NH:7][CH:8]([C:11]1[NH:16][C:15](=[O:17])[C:14]2=[CH:18][CH:19]=[CH:20][N:13]2[N:12]=1)[CH2:9][CH3:10])(C)(C)C.[ClH:22].C(OCC)C.